This data is from Full USPTO retrosynthesis dataset with 1.9M reactions from patents (1976-2016). The task is: Predict the reactants needed to synthesize the given product. (1) Given the product [Cl:12][C:13]1[CH:18]=[CH:17][C:16]([S:19]([N:1]2[C:9]3[C:4](=[CH:5][CH:6]=[CH:7][CH:8]=3)[C:3]([CH:10]=[O:11])=[CH:2]2)(=[O:21])=[O:20])=[CH:15][CH:14]=1, predict the reactants needed to synthesize it. The reactants are: [NH:1]1[C:9]2[C:4](=[CH:5][CH:6]=[CH:7][CH:8]=2)[C:3]([CH:10]=[O:11])=[CH:2]1.[Cl:12][C:13]1[CH:18]=[CH:17][C:16]([S:19](Cl)(=[O:21])=[O:20])=[CH:15][CH:14]=1.C(N(C(C)C)CC)(C)C.C(=O)([O-])O.[Na+]. (2) The reactants are: CS(O[CH:6]1[CH2:9][N:8]([C:10]2[S:11][CH:12]=[C:13]([C:15](=[O:33])[NH:16][CH2:17][CH2:18][NH:19][C:20]([O:22][CH2:23][C:24]3[CH:29]=[CH:28][C:27]([N+:30]([O-:32])=[O:31])=[CH:26][CH:25]=3)=[O:21])[N:14]=2)[CH2:7]1)(=O)=O.[C:34]([O-:37])(=[S:36])[CH3:35].[K+]. Given the product [C:34]([S:36][CH:6]1[CH2:9][N:8]([C:10]2[S:11][CH:12]=[C:13]([C:15](=[O:33])[NH:16][CH2:17][CH2:18][NH:19][C:20]([O:22][CH2:23][C:24]3[CH:25]=[CH:26][C:27]([N+:30]([O-:32])=[O:31])=[CH:28][CH:29]=3)=[O:21])[N:14]=2)[CH2:7]1)(=[O:37])[CH3:35], predict the reactants needed to synthesize it. (3) Given the product [CH2:3]([C@H:10]1[CH2:14][O:13][C:12](=[O:15])[N:11]1[C:16](=[O:37])[CH2:17][C@@H:18]([C:23]1[CH:24]=[CH:25][C:26]([O:29][CH2:30][C:31]2[CH:32]=[CH:33][CH:34]=[CH:35][CH:36]=2)=[CH:27][CH:28]=1)[CH:19]1[CH:39]=[CH:38][O:21][NH:20]1)[C:4]1[CH:9]=[CH:8][CH:7]=[CH:6][CH:5]=1, predict the reactants needed to synthesize it. The reactants are: C=C.[CH2:3]([C@H:10]1[CH2:14][O:13][C:12](=[O:15])[N:11]1[C:16](=[O:37])[CH2:17][C@@H:18]([C:23]1[CH:28]=[CH:27][C:26]([O:29][CH2:30][C:31]2[CH:36]=[CH:35][CH:34]=[CH:33][CH:32]=2)=[CH:25][CH:24]=1)[CH2:19][N+:20]([O-])=[O:21])[C:4]1[CH:9]=[CH:8][CH:7]=[CH:6][CH:5]=1.[CH3:38][C:39](OC(OC(OC(C)(C)C)=O)=O)(C)C.